The task is: Predict the reaction yield, written as a fraction of the theoretical maximum amount of product (1.0 means a 100% yield; for example, 0.34 means a 34% yield).. This data is from Reaction yield outcomes from USPTO patents with 853,638 reactions. (1) The reactants are [CH2:1]([O:3][C:4]([C:6]1[N:7]=[C:8]([N:11]2[CH2:15][CH2:14][C@@H:13](OS(C)(=O)=O)[CH2:12]2)[S:9][CH:10]=1)=[O:5])[CH3:2].[C:21]([O-:24])(=S)[CH3:22].[K+]. The catalyst is CN(C)C=O. The product is [C:21]([C@H:13]1[CH2:14][CH2:15][N:11]([C:8]2[S:9][CH:10]=[C:6]([C:4]([O:3][CH2:1][CH3:2])=[O:5])[N:7]=2)[CH2:12]1)(=[O:24])[CH3:22]. The yield is 0.990. (2) The reactants are [NH2:1][C:2]1[N:6]([CH3:7])[C:5](=[O:8])[C:4]([C:21]2[CH:26]=[CH:25][CH:24]=[C:23](Br)[CH:22]=2)([C:9]2[CH:18]=[CH:17][C:16]3[CH2:15][CH:14]([O:19][CH3:20])[CH2:13][CH2:12][C:11]=3[CH:10]=2)[N:3]=1.[CH3:28][S:29]([O:32][C:33]1[CH:38]=[C:37](B2OC(C)(C)C(C)(C)O2)[CH:36]=[C:35]([O:48][CH3:49])[CH:34]=1)(=[O:31])=[O:30].C(=O)([O-])[O-].[K+].[K+]. The catalyst is O1CCCC1. The product is [CH3:28][S:29]([O:32][C:33]1[CH:38]=[C:37]([C:23]2[CH:24]=[CH:25][CH:26]=[C:21]([C:4]3([C:9]4[CH:18]=[CH:17][C:16]5[CH2:15][CH:14]([O:19][CH3:20])[CH2:13][CH2:12][C:11]=5[CH:10]=4)[C:5](=[O:8])[N:6]([CH3:7])[C:2]([NH2:1])=[N:3]3)[CH:22]=2)[CH:36]=[C:35]([O:48][CH3:49])[CH:34]=1)(=[O:31])=[O:30]. The yield is 0.220.